Dataset: Catalyst prediction with 721,799 reactions and 888 catalyst types from USPTO. Task: Predict which catalyst facilitates the given reaction. (1) The catalyst class is: 13. Reactant: FC1C=C(CNCCC(C)C)C=C(F)C=1[O:4][C:5]1[CH:17]=[CH:16][C:8]2[C:9](=[O:15])[O:10][C:11]([CH3:14])([CH3:13])[O:12][C:7]=2[CH:6]=1.CC(OC(OC(OC(C)(C)C)=O)=O)(C)C.C(=O)([O-])[O-].[K+].[K+].O. Product: [OH:4][C:5]1[CH:17]=[CH:16][C:8]2[C:9](=[O:15])[O:10][C:11]([CH3:13])([CH3:14])[O:12][C:7]=2[CH:6]=1. (2) Reactant: C(OC([NH:8][CH2:9][CH2:10][S:11][C:12]1[N:21]=[CH:20][C:19]([O:22][CH3:23])=[CH:18][C:13]=1[C:14]([O:16][CH3:17])=[O:15])=O)(C)(C)C.Cl. Product: [NH2:8][CH2:9][CH2:10][S:11][C:12]1[N:21]=[CH:20][C:19]([O:22][CH3:23])=[CH:18][C:13]=1[C:14]([O:16][CH3:17])=[O:15]. The catalyst class is: 12.